This data is from Catalyst prediction with 721,799 reactions and 888 catalyst types from USPTO. The task is: Predict which catalyst facilitates the given reaction. (1) Product: [CH:1]1([N:5]2[C:13]3[C:8](=[CH:9][CH:10]=[CH:11][CH:12]=3)[C:7]([C:14]([NH:17][C@H:18]3[CH2:23][N:22]([C:24]([O:26][C:27]([CH3:29])([CH3:30])[CH3:28])=[O:25])[C@@H:21]([CH2:31][C:32]4([OH:38])[CH2:33][CH2:34][O:35][CH2:36][CH2:37]4)[CH2:20][CH2:19]3)=[O:16])=[N:6]2)[CH2:2][CH2:3][CH2:4]1. The catalyst class is: 9. Reactant: [CH:1]1([N:5]2[C:13]3[C:8](=[CH:9][CH:10]=[CH:11][CH:12]=3)[C:7]([C:14]([OH:16])=O)=[N:6]2)[CH2:4][CH2:3][CH2:2]1.[NH2:17][C@H:18]1[CH2:23][N:22]([C:24]([O:26][C:27]([CH3:30])([CH3:29])[CH3:28])=[O:25])[C@@H:21]([CH2:31][C:32]2([OH:38])[CH2:37][CH2:36][O:35][CH2:34][CH2:33]2)[CH2:20][CH2:19]1.C(P(=O)(OCC)OCC)#N.C(N(CC)C(C)C)(C)C.C(=O)([O-])O.[Na+]. (2) Reactant: [C:1]([O:5][C:6](=[O:15])[NH:7][C:8]1[CH:13]=[CH:12][CH:11]=[CH:10][C:9]=1[NH2:14])([CH3:4])([CH3:3])[CH3:2].C(N(CC)C(C)C)(C)C.CN(C(ON1N=NC2C=CC=NC1=2)=[N+](C)C)C.F[P-](F)(F)(F)(F)F.[OH:49][CH2:50][C:51]1[N:56]=[CH:55][C:54]([C:57](O)=[O:58])=[CH:53][CH:52]=1. Product: [C:1]([O:5][C:6]([NH:7][C:8]1[CH:13]=[CH:12][CH:11]=[CH:10][C:9]=1[NH:14][C:57]([C:54]1[CH:55]=[N:56][C:51]([CH2:50][OH:49])=[CH:52][CH:53]=1)=[O:58])=[O:15])([CH3:4])([CH3:2])[CH3:3]. The catalyst class is: 18. (3) Reactant: CN([CH:4]=[O:5])C.Br[CH2:7][CH2:8][CH2:9][CH2:10][CH2:11][CH3:12].O[C:14]1[CH:15]=[C:16]([CH:21]=[C:22]([OH:25])[C:23]=1[OH:24])[C:17]([O:19][CH3:20])=[O:18].N#N. Product: [CH2:7]([O:25][C:22]1[CH:21]=[C:16]([CH:15]=[C:14]([O:5][CH2:4][CH2:7][CH2:8][CH2:9][CH2:10][CH3:11])[C:23]=1[O:24][CH2:7][CH2:8][CH2:9][CH2:10][CH2:11][CH3:12])[C:17]([O:19][CH3:20])=[O:18])[CH2:8][CH2:9][CH2:10][CH2:11][CH3:12]. The catalyst class is: 6. (4) Reactant: [H-].[Na+].[OH:3][CH:4]1[CH2:7][N:6]([C:8]([O:10][C:11]([CH3:14])([CH3:13])[CH3:12])=[O:9])[CH2:5]1.FC(F)(F)S(O[CH2:21][C:22]([F:25])([F:24])[F:23])(=O)=O.O. Product: [F:23][C:22]([F:25])([F:24])[CH2:21][O:3][CH:4]1[CH2:5][N:6]([C:8]([O:10][C:11]([CH3:14])([CH3:13])[CH3:12])=[O:9])[CH2:7]1. The catalyst class is: 9. (5) Reactant: [Br-].[CH3:2][O:3][CH2:4][CH2:5][P+](C1C=CC=CC=1)(C1C=CC=CC=1)C1C=CC=CC=1.[H-].[Na+].[Br:27][C:28]1[CH:33]=[CH:32][N:31]2[CH:34]=[N:35][C:36]([CH:37]=O)=[C:30]2[CH:29]=1.Cl. Product: [Br:27][C:28]1[CH:33]=[CH:32][N:31]2[CH:34]=[N:35][C:36]([CH:37]=[CH:5][CH2:4][O:3][CH3:2])=[C:30]2[CH:29]=1. The catalyst class is: 9.